Dataset: Full USPTO retrosynthesis dataset with 1.9M reactions from patents (1976-2016). Task: Predict the reactants needed to synthesize the given product. Given the product [CH3:42][C:17]1[CH:18]=[CH:19][C:20]([C:22]([N:24]2[CH2:29][CH2:28][CH:27]([C:30]3[CH:31]=[CH:32][C:33]([C:36]4[CH:37]=[N:38][N:39]([CH3:41])[CH:40]=4)=[CH:34][CH:35]=3)[CH2:26][CH2:25]2)=[O:23])=[CH:21][C:16]=1[NH:15][C:14]([CH:11]1[CH2:10][CH2:9][NH:8][CH2:13][CH2:12]1)=[O:43], predict the reactants needed to synthesize it. The reactants are: C(OC([N:8]1[CH2:13][CH2:12][CH:11]([C:14](=[O:43])[NH:15][C:16]2[CH:21]=[C:20]([C:22]([N:24]3[CH2:29][CH2:28][CH:27]([C:30]4[CH:35]=[CH:34][C:33]([C:36]5[CH:37]=[N:38][N:39]([CH3:41])[CH:40]=5)=[CH:32][CH:31]=4)[CH2:26][CH2:25]3)=[O:23])[CH:19]=[CH:18][C:17]=2[CH3:42])[CH2:10][CH2:9]1)=O)(C)(C)C.Cl.